This data is from Forward reaction prediction with 1.9M reactions from USPTO patents (1976-2016). The task is: Predict the product of the given reaction. (1) Given the reactants Br[C:2]1[C:14]2[C:13]3[C:8](=[CH:9][C:10]([C:15]([OH:18])([CH3:17])[CH3:16])=[CH:11][CH:12]=3)[NH:7][C:6]=2[C:5]([C:19]([NH2:21])=[O:20])=[CH:4][C:3]=1[Cl:22].[F:23][C:24]1[CH:25]=[C:26]2[C:31](=[CH:32][CH:33]=1)[N:30]([CH3:34])[C:29](=[O:35])[N:28]([C:36]1[CH:41]=[CH:40][CH:39]=[C:38](B3OC(C)(C)C(C)(C)O3)[C:37]=1[CH3:51])[C:27]2=[O:52].C([O-])([O-])=O.[Cs+].[Cs+], predict the reaction product. The product is: [Cl:22][C:3]1[CH:4]=[C:5]([C:19]([NH2:21])=[O:20])[C:6]2[NH:7][C:8]3[C:13]([C:14]=2[C:2]=1[C:38]1[CH:39]=[CH:40][CH:41]=[C:36]([N:28]2[C:27](=[O:52])[C:26]4[C:31](=[CH:32][CH:33]=[C:24]([F:23])[CH:25]=4)[N:30]([CH3:34])[C:29]2=[O:35])[C:37]=1[CH3:51])=[CH:12][CH:11]=[C:10]([C:15]([OH:18])([CH3:17])[CH3:16])[CH:9]=3. (2) Given the reactants ClCCC[C:5]1[CH:14]=[C:13]2[C:8]([CH:9]=[CH:10][N:11]([C:16]3[CH:17]=[C:18]([CH:25]=[CH:26][C:27]=3[CH3:28])[C:19]([NH:21][CH:22]3[CH2:24][CH2:23]3)=[O:20])[C:12]2=[O:15])=[CH:7][CH:6]=1.BrCCCC1C=[C:41]2[C:36](C=CN(C3[CH:36]=[C:41](C=CC=3C)[C:40](NC3CC3)=[O:43])[C:40]2=[O:43])=CC=1.[I-].[K+].[C:59]([N:63]1[CH2:68][CH2:67][NH:66][CH2:65][CH2:64]1)(=[O:62])[CH2:60][CH3:61], predict the reaction product. The product is: [CH:22]1([NH:21][C:19](=[O:20])[C:18]2[CH:25]=[CH:26][C:27]([CH3:28])=[C:16]([N:11]3[CH:10]=[CH:9][C:8]4[C:13](=[CH:14][C:5]([O:43][CH2:40][CH2:41][CH2:36][N:66]5[CH2:67][CH2:68][N:63]([C:59](=[O:62])[CH2:60][CH3:61])[CH2:64][CH2:65]5)=[CH:6][CH:7]=4)[C:12]3=[O:15])[CH:17]=2)[CH2:24][CH2:23]1. (3) Given the reactants [OH:1][C:2]1[CH:9]=[CH:8][CH:7]=[CH:6][C:3]=1[CH:4]=O.[CH3:10][C:11]([C:13]1[CH:18]=[CH:17][C:16]([O:19][CH3:20])=[C:15]([O:21][CH3:22])[C:14]=1[O:23][CH3:24])=[O:12], predict the reaction product. The product is: [OH:1][C:2]1[CH:9]=[CH:8][CH:7]=[CH:6][C:3]=1[CH:4]=[CH:10][C:11]([C:13]1[CH:18]=[CH:17][C:16]([O:19][CH3:20])=[C:15]([O:21][CH3:22])[C:14]=1[O:23][CH3:24])=[O:12]. (4) Given the reactants [Br:1][C:2]1[C:3]([CH3:14])=[C:4]2[C:9](=[C:10]([CH3:12])[CH:11]=1)[S:8][CH2:7][CH2:6][C:5]2=[O:13].[BH4-].[Na+].Cl, predict the reaction product. The product is: [Br:1][C:2]1[C:3]([CH3:14])=[C:4]2[C:9](=[C:10]([CH3:12])[CH:11]=1)[S:8][CH2:7][CH2:6][CH:5]2[OH:13]. (5) Given the reactants [NH:1]1[C:8]2[N:4]([N:5]=[CH:6][C:7]=2[CH2:9][CH2:10][NH:11][CH:12]=[O:13])[CH2:3][CH2:2]1.[C:14]1([C:20](Cl)([C:27]2[CH:32]=[CH:31][CH:30]=[CH:29][CH:28]=2)[C:21]2[CH:26]=[CH:25][CH:24]=[CH:23][CH:22]=2)[CH:19]=[CH:18][CH:17]=[CH:16][CH:15]=1, predict the reaction product. The product is: [C:20]([N:1]1[C:8]2[N:4]([N:5]=[CH:6][C:7]=2[CH2:9][CH2:10][NH:11][CH:12]=[O:13])[CH2:3][CH2:2]1)([C:14]1[CH:19]=[CH:18][CH:17]=[CH:16][CH:15]=1)([C:27]1[CH:28]=[CH:29][CH:30]=[CH:31][CH:32]=1)[C:21]1[CH:22]=[CH:23][CH:24]=[CH:25][CH:26]=1.